This data is from Acute oral toxicity (LD50) regression data from Zhu et al.. The task is: Regression/Classification. Given a drug SMILES string, predict its toxicity properties. Task type varies by dataset: regression for continuous values (e.g., LD50, hERG inhibition percentage) or binary classification for toxic/non-toxic outcomes (e.g., AMES mutagenicity, cardiotoxicity, hepatotoxicity). Dataset: ld50_zhu. (1) The rat oral LD50 is 3.41, given as -log10 of the dose in mol/kg body weight (higher means more acutely toxic). The compound is CCNC1C2CCC(C2)C1c1ccccc1. (2) The compound is COc1cc(C2c3cc4c(cc3C(OC3OC5COC(c6ccccc6)OC5C(O)C3O)C3COC(=O)C23)OCO4)cc(OC)c1O. The rat oral LD50 is 2.90, given as -log10 of the dose in mol/kg body weight (higher means more acutely toxic). (3) The molecule is Oc1cccc(Cl)c1. The rat oral LD50 is 2.35, given as -log10 of the dose in mol/kg body weight (higher means more acutely toxic). (4) The drug is O=[N+]([O-])c1cc2[nH]c(C(F)(F)F)nc2cc1Cl. The rat oral LD50 is 4.68, given as -log10 of the dose in mol/kg body weight (higher means more acutely toxic). (5) The drug is COCc1ccccc1. The rat oral LD50 is 1.10, given as -log10 of the dose in mol/kg body weight (higher means more acutely toxic). (6) The rat oral LD50 is 2.79, given as -log10 of the dose in mol/kg body weight (higher means more acutely toxic). The drug is CNC(=O)Oc1cccc(C)c1. (7) The drug is CC(C)=CCCC1=CCC(C=O)CC1. The rat oral LD50 is 1.44, given as -log10 of the dose in mol/kg body weight (higher means more acutely toxic). (8) The drug is CCCCNCC. The rat oral LD50 is 2.51, given as -log10 of the dose in mol/kg body weight (higher means more acutely toxic).